This data is from hERG potassium channel inhibition data for cardiac toxicity prediction from Karim et al.. The task is: Regression/Classification. Given a drug SMILES string, predict its toxicity properties. Task type varies by dataset: regression for continuous values (e.g., LD50, hERG inhibition percentage) or binary classification for toxic/non-toxic outcomes (e.g., AMES mutagenicity, cardiotoxicity, hepatotoxicity). Dataset: herg_karim. (1) The compound is CCN(CC)C(=O)c1ccc(C2=CC3(CCNCC3)Oc3ccccc32)c(C)c1. The result is 1 (blocker). (2) The molecule is O=C1C=CC[C@@H]2[C@H]3CCCN4CCC[C@H](CN12)[C@H]34. The result is 0 (non-blocker). (3) The compound is COc1ccc(CCN2C(=O)N(NS(C)(=O)=O)CC2c2ccc(Cl)cc2)cc1. The result is 1 (blocker). (4) The molecule is CS(=O)(=O)Cc1cc(N2CCOCC2)nc(-c2ccc(NC(=O)Nc3ccc(F)cc3)cc2)n1. The result is 0 (non-blocker). (5) The compound is CCOC(=O)CCc1ccc(OCC(O)CNC(C)(C)Cc2ccc3ccccc3c2)c(C#N)c1. The result is 1 (blocker). (6) The molecule is N#Cc1ccc(CN2CC3CN(CCNS(=O)(=O)c4ccccc4C#N)CC(C2)O3)cc1. The result is 0 (non-blocker). (7) The molecule is Cn1cc(-c2ccc3c(c2)[nH]c2c(C(N)=O)cnc(N[C@H](C4CC4)C(F)(F)F)c23)cn1. The result is 1 (blocker). (8) The molecule is CN1CCC(c2ccc(Nc3ncc4c(=O)n(-c5c(Cl)cccc5Cl)ccc4n3)cc2)CC1. The result is 1 (blocker). (9) The drug is N[C@H](C(=O)N1CC[C@H](F)C1)[C@H]1CC[C@@H](NS(=O)(=O)c2ccc(F)cc2F)CC1. The result is 0 (non-blocker).